Dataset: Reaction yield outcomes from USPTO patents with 853,638 reactions. Task: Predict the reaction yield, written as a fraction of the theoretical maximum amount of product (1.0 means a 100% yield; for example, 0.34 means a 34% yield). (1) The reactants are [Br:1][C:2]1[CH:9]=[CH:8][CH:7]=[CH:6][C:3]=1[CH2:4][OH:5].[CH:10]([O:12][CH2:13][CH3:14])=[CH2:11].C(=O)(O)[O-].[Na+]. The catalyst is C1(C)C=CC(S([O-])(=O)=O)=CC=1.[NH+]1C=CC=CC=1.ClCCl. The product is [Br:1][C:2]1[CH:9]=[CH:8][CH:7]=[CH:6][C:3]=1[CH2:4][O:5][CH:10]([O:12][CH2:13][CH3:14])[CH3:11]. The yield is 0.982. (2) The product is [F:7][C:8]1[CH:9]=[C:10]([NH:20][C:21]2[N:38]=[C:24]3[CH:25]([C:31]4[CH:36]=[CH:35][C:34]([F:37])=[CH:33][CH:32]=4)[CH2:26][C:27](=[O:2])[CH2:28][CH2:29][N:23]3[N:22]=2)[CH:11]=[CH:12][C:13]=1[N:14]1[C:18]([CH3:19])=[N:17][CH:16]=[N:15]1. The yield is 0.780. The catalyst is O.C1COCC1.[Cl-].[Na+].O.[Os](=O)(=O)(=O)=O. The reactants are I([O-])(=O)(=O)=[O:2].[Na+].[F:7][C:8]1[CH:9]=[C:10]([NH:20][C:21]2[N:38]=[C:24]3[CH:25]([C:31]4[CH:36]=[CH:35][C:34]([F:37])=[CH:33][CH:32]=4)[CH2:26][C:27](=C)[CH2:28][CH2:29][N:23]3[N:22]=2)[CH:11]=[CH:12][C:13]=1[N:14]1[C:18]([CH3:19])=[N:17][CH:16]=[N:15]1. (3) The reactants are [NH2:1][C:2]1[CH:7]=[CH:6][CH:5]=[CH:4][CH:3]=1.[Cl:8][CH2:9][C:10](Cl)=[O:11]. No catalyst specified. The product is [Cl:8][CH2:9][C:10]([NH:1][C:2]1[CH:7]=[CH:6][CH:5]=[CH:4][CH:3]=1)=[O:11]. The yield is 0.970. (4) The product is [N:30]([CH2:21][C@@H:19]1[CH2:20][C@H:18]1[CH2:17][N:14]1[CH2:13][CH2:12][N:11]([C:10]2[C:6]3[CH:5]=[CH:4][C:3]([C:2]([F:28])([F:29])[F:1])=[CH:27][C:7]=3[S:8][CH:9]=2)[CH2:16][CH2:15]1)=[N+:31]=[N-:32]. The catalyst is CC#N. The yield is 0.430. The reactants are [F:1][C:2]([F:29])([F:28])[C:3]1[CH:4]=[CH:5][C:6]2[C:10]([N:11]3[CH2:16][CH2:15][N:14]([CH2:17][C@@H:18]4[CH2:20][C@H:19]4[CH2:21]OS(C)(=O)=O)[CH2:13][CH2:12]3)=[CH:9][S:8][C:7]=2[CH:27]=1.[N-:30]=[N+:31]=[N-:32].[Na+]. (5) The reactants are [Cl:1][C:2]1[CH:7]=[CH:6][C:5]([C:8]2([OH:27])[C:16]3[C:11](=[CH:12][CH:13]=[CH:14][CH:15]=3)[C:10](=[O:17])[N:9]2[CH:18]([C:20]2[CH:25]=[CH:24][C:23]([Cl:26])=[CH:22][CH:21]=2)[CH3:19])=[CH:4][CH:3]=1.[CH2:28](O)[CH2:29][CH2:30][CH2:31][OH:32]. No catalyst specified. The product is [Cl:1][C:2]1[CH:7]=[CH:6][C:5]([C:8]2([O:27][CH2:28][CH2:29][CH2:30][CH2:31][OH:32])[C:16]3[C:11](=[CH:12][CH:13]=[CH:14][CH:15]=3)[C:10](=[O:17])[N:9]2[CH:18]([C:20]2[CH:21]=[CH:22][C:23]([Cl:26])=[CH:24][CH:25]=2)[CH3:19])=[CH:4][CH:3]=1. The yield is 0.510. (6) The product is [N:16]1[CH:21]=[CH:20][CH:19]=[CH:18][C:17]=1[O:22][C:23]1[CH:24]=[CH:25][C:26]([CH2:12][C:11]2[CH:2]=[C:1]([C:3]3[C:4]([NH2:10])=[N:5][C:6]([NH2:9])=[CH:7][CH:8]=3)[O:14][N:13]=2)=[CH:27][CH:28]=1. The catalyst is O1CCCC1. The reactants are [C:1]([C:3]1[C:4]([NH2:10])=[N:5][C:6]([NH2:9])=[CH:7][CH:8]=1)#[CH:2].[C:11](Cl)(=[N:13][OH:14])[CH3:12].[N:16]1[CH:21]=[CH:20][CH:19]=[CH:18][C:17]=1[O:22][C:23]1[CH:28]=[CH:27][CH:26]=[CH:25][CH:24]=1.C(N(CC)CC)C. The yield is 0.140. (7) The reactants are [CH3:1][O:2][C:3](=[O:15])[C:4]1[CH:9]=[C:8](Br)[CH:7]=[C:6]([N+:11]([O-:13])=[O:12])[C:5]=1[NH2:14].[CH2:16]([Sn](CCCC)(CCCC)C=CC)[CH2:17][CH2:18]C.[F-].[K+]. The catalyst is O1CCOCC1. The product is [CH3:1][O:2][C:3](=[O:15])[C:4]1[CH:9]=[C:8]([CH:16]=[CH:17][CH3:18])[CH:7]=[C:6]([N+:11]([O-:13])=[O:12])[C:5]=1[NH2:14]. The yield is 0.770. (8) The reactants are [CH2:1]([O:8][C:9]1([C:12]2[CH:17]=[CH:16][C:15]([C:18]#[C:19][C:20]3[CH:25]=[CH:24][C:23]([CH2:26][C:27]([O:29]C)=[O:28])=[CH:22][CH:21]=3)=[CH:14][CH:13]=2)[CH2:11][CH2:10]1)[C:2]1[CH:7]=[CH:6][CH:5]=[CH:4][CH:3]=1.[OH-].[Na+]. The catalyst is C(O)C.O1CCCC1. The product is [CH2:1]([O:8][C:9]1([C:12]2[CH:17]=[CH:16][C:15]([C:18]#[C:19][C:20]3[CH:21]=[CH:22][C:23]([CH2:26][C:27]([OH:29])=[O:28])=[CH:24][CH:25]=3)=[CH:14][CH:13]=2)[CH2:11][CH2:10]1)[C:2]1[CH:3]=[CH:4][CH:5]=[CH:6][CH:7]=1. The yield is 0.810.